Dataset: Forward reaction prediction with 1.9M reactions from USPTO patents (1976-2016). Task: Predict the product of the given reaction. (1) Given the reactants [CH:1]([NH:4][C:5]1[CH:12]=[CH:11][C:8]([C:9]#[N:10])=[CH:7][N:6]=1)([CH3:3])[CH3:2].[H-].[Na+].[CH2:15](Br)[CH:16]=[CH2:17], predict the reaction product. The product is: [CH2:17]([N:4]([CH:1]([CH3:3])[CH3:2])[C:5]1[CH:12]=[CH:11][C:8]([C:9]#[N:10])=[CH:7][N:6]=1)[CH:16]=[CH2:15]. (2) Given the reactants [H-].[Na+].[O:3]1[C:7]2([CH2:12][CH2:11][CH:10]([CH2:13][CH2:14][OH:15])[CH2:9][CH2:8]2)[O:6][CH2:5][CH2:4]1.[CH2:16](Br)[C:17]1[CH:22]=[CH:21][CH:20]=[CH:19][CH:18]=1.O, predict the reaction product. The product is: [CH2:16]([O:15][CH2:14][CH2:13][CH:10]1[CH2:11][CH2:12][C:7]2([O:6][CH2:5][CH2:4][O:3]2)[CH2:8][CH2:9]1)[C:17]1[CH:22]=[CH:21][CH:20]=[CH:19][CH:18]=1. (3) Given the reactants [CH2:1]([O:3][C:4](=[O:23])[CH2:5][O:6][C:7]1[CH:12]=[CH:11][C:10]([N:13](C(OC(C)(C)C)=O)[CH3:14])=[CH:9][C:8]=1[F:22])[CH3:2].COC(=O)COC1C=CC(N(C(OC(C)(C)C)=O)C)=CC=1F.C(O)(C(F)(F)F)=O, predict the reaction product. The product is: [CH2:1]([O:3][C:4](=[O:23])[CH2:5][O:6][C:7]1[CH:12]=[CH:11][C:10]([NH:13][CH3:14])=[CH:9][C:8]=1[F:22])[CH3:2]. (4) Given the reactants Cl[C:2]1[CH:7]=[C:6]([NH2:8])[CH:5]=[C:4]([Cl:9])[N:3]=1.[O-:10][CH2:11][CH3:12].[Na+].C(O)C, predict the reaction product. The product is: [Cl:9][C:4]1[CH:5]=[C:6]([NH2:8])[CH:7]=[C:2]([O:10][CH2:11][CH3:12])[N:3]=1. (5) Given the reactants [Br:1][C:2]1[CH:3]=[C:4]([CH:9]2[C:18]3[C:17](=[S:19])[NH:16][CH:15]=[CH:14][C:13]=3[NH:12][C:11]([CH3:20])=[C:10]2[C:21]#[N:22])[CH:5]=[CH:6][C:7]=1[F:8].[C:23]([O-])(=O)C.[Na+].IC, predict the reaction product. The product is: [Br:1][C:2]1[CH:3]=[C:4]([CH:9]2[C:18]3[C:13](=[CH:14][CH:15]=[N:16][C:17]=3[S:19][CH3:23])[NH:12][C:11]([CH3:20])=[C:10]2[C:21]#[N:22])[CH:5]=[CH:6][C:7]=1[F:8].